From a dataset of Full USPTO retrosynthesis dataset with 1.9M reactions from patents (1976-2016). Predict the reactants needed to synthesize the given product. Given the product [C:21]([CH2:20][C@@H:19]([NH:18][C:15]([C:7]1[CH:6]=[CH:5][C:4]([CH:1]2[CH2:2][CH2:3]2)=[C:9]([O:10][CH2:11][CH:12]2[CH2:13][CH2:14]2)[N:8]=1)=[O:17])[C:24]([CH3:27])([CH3:26])[CH3:25])(=[O:22])[NH2:23], predict the reactants needed to synthesize it. The reactants are: [CH:1]1([C:4]2[CH:5]=[CH:6][C:7]([C:15]([OH:17])=O)=[N:8][C:9]=2[O:10][CH2:11][CH:12]2[CH2:14][CH2:13]2)[CH2:3][CH2:2]1.[NH2:18][C@@H:19]([C:24]([CH3:27])([CH3:26])[CH3:25])[CH2:20][C:21]([NH2:23])=[O:22].